Dataset: Full USPTO retrosynthesis dataset with 1.9M reactions from patents (1976-2016). Task: Predict the reactants needed to synthesize the given product. (1) Given the product [C:1]([O:5][C:6]([N:8]1[CH2:13][CH2:12][CH:11]([N:14]2[C:18]3=[N:19][C:20]([O:24][CH3:25])=[N:21][C:22]([Cl:28])=[C:17]3[CH:16]=[N:15]2)[CH2:10][CH2:9]1)=[O:7])([CH3:4])([CH3:3])[CH3:2], predict the reactants needed to synthesize it. The reactants are: [C:1]([O:5][C:6]([N:8]1[CH2:13][CH2:12][CH:11]([N:14]2[C:18]3[N:19]=[C:20]([O:24][CH3:25])[NH:21][C:22](=O)[C:17]=3[CH:16]=[N:15]2)[CH2:10][CH2:9]1)=[O:7])([CH3:4])([CH3:3])[CH3:2].P(Cl)(Cl)([Cl:28])=O. (2) Given the product [CH2:15]([O:1][C:2]1[CH:7]=[N:6][N:5]([CH:8]2[CH2:13][CH2:12][CH2:11][CH2:10][O:9]2)[C:4](=[O:14])[CH:3]=1)[C:16]1[CH:21]=[CH:20][CH:19]=[CH:18][CH:17]=1, predict the reactants needed to synthesize it. The reactants are: [OH:1][C:2]1[CH:7]=[N:6][N:5]([CH:8]2[CH2:13][CH2:12][CH2:11][CH2:10][O:9]2)[C:4](=[O:14])[CH:3]=1.[CH2:15](Br)[C:16]1[CH:21]=[CH:20][CH:19]=[CH:18][CH:17]=1. (3) Given the product [CH3:8][NH:7][C:5](=[O:6])[C:4]1[CH:9]=[CH:10][CH:11]=[C:2]([NH:1][C:13]2[C:14]3[C:21]([C:22](=[O:23])[C:24]4[CH:29]=[CH:28][CH:27]=[CH:26][C:25]=4[CH3:30])=[CH:20][NH:19][C:15]=3[N:16]=[CH:17][N:18]=2)[CH:3]=1, predict the reactants needed to synthesize it. The reactants are: [NH2:1][C:2]1[CH:3]=[C:4]([CH:9]=[CH:10][CH:11]=1)[C:5]([NH:7][CH3:8])=[O:6].Cl[C:13]1[C:14]2[C:21]([C:22]([C:24]3[CH:29]=[CH:28][CH:27]=[CH:26][C:25]=3[CH3:30])=[O:23])=[CH:20][NH:19][C:15]=2[N:16]=[CH:17][N:18]=1.